From a dataset of Full USPTO retrosynthesis dataset with 1.9M reactions from patents (1976-2016). Predict the reactants needed to synthesize the given product. (1) Given the product [NH2:1][CH2:4][C@H:5]([N:15]([CH3:23])[C:16](=[O:22])[O:17][C:18]([CH3:19])([CH3:20])[CH3:21])[CH2:6][O:7][CH2:8][C:9]1[CH:10]=[CH:11][CH:12]=[CH:13][CH:14]=1, predict the reactants needed to synthesize it. The reactants are: [N:1]([CH2:4][C@H:5]([N:15]([CH3:23])[C:16](=[O:22])[O:17][C:18]([CH3:21])([CH3:20])[CH3:19])[CH2:6][O:7][CH2:8][C:9]1[CH:14]=[CH:13][CH:12]=[CH:11][CH:10]=1)=[N+]=[N-].[H][H]. (2) Given the product [CH2:1]([O:3][C:4]([C:5]1[CH:6]=[C:7]([C:30]2[CH:31]=[CH:32][C:27]([O:26][CH2:19][C:20]3[CH:25]=[CH:24][CH:23]=[CH:22][CH:21]=3)=[CH:28][CH:29]=2)[CH:8]=[CH:9][CH:10]=1)=[O:12])[CH3:2], predict the reactants needed to synthesize it. The reactants are: [CH2:1]([O:3][C:4](=[O:12])[C:5]1[CH:10]=[CH:9][CH:8]=[C:7](I)[CH:6]=1)[CH3:2].C(=O)([O-])[O-].[Na+].[Na+].[CH2:19]([O:26][C:27]1[CH:32]=[CH:31][C:30](B(O)O)=[CH:29][CH:28]=1)[C:20]1[CH:25]=[CH:24][CH:23]=[CH:22][CH:21]=1. (3) Given the product [Cl:1][C:2]1[CH:3]=[CH:4][C:5]2[N:6]([C:8]([CH:11]([C:14]3[CH:15]=[C:16]4[C:20](=[CH:21][C:22]=3[F:23])[N:19]([CH3:24])[N:18]=[CH:17]4)[CH3:12])=[CH:9][N:10]=2)[N:7]=1, predict the reactants needed to synthesize it. The reactants are: [Cl:1][C:2]1[CH:3]=[CH:4][C:5]2[N:6]([C:8]([C:11]([C:14]3[CH:15]=[C:16]4[C:20](=[CH:21][C:22]=3[F:23])[N:19]([CH3:24])[N:18]=[CH:17]4)(O)[CH3:12])=[CH:9][N:10]=2)[N:7]=1.II.[PH2](=O)O. (4) The reactants are: Cl[C:2]1[CH:7]=[C:6]([N:8]2[CH2:12][CH2:11][CH2:10][CH:9]2[NH:13][C:14]([O:16][C:17]([CH3:20])([CH3:19])[CH3:18])=[O:15])[CH:5]=[C:4]([Cl:21])[N:3]=1.[CH3:22][O:23][C:24]1[CH:31]=[CH:30][C:27]([CH2:28][NH2:29])=[CH:26][CH:25]=1.C(=O)([O-])[O-].[Cs+].[Cs+].O. Given the product [Cl:21][C:4]1[CH:5]=[C:6]([N:8]2[CH2:12][CH2:11][CH2:10][CH:9]2[NH:13][C:14]([O:16][C:17]([CH3:20])([CH3:19])[CH3:18])=[O:15])[CH:7]=[C:2]([NH:29][CH2:28][C:27]2[CH:30]=[CH:31][C:24]([O:23][CH3:22])=[CH:25][CH:26]=2)[N:3]=1, predict the reactants needed to synthesize it.